This data is from Forward reaction prediction with 1.9M reactions from USPTO patents (1976-2016). The task is: Predict the product of the given reaction. (1) Given the reactants BrC1C(F)=CC(F)=C([C@]23CO[C@@H](COC)C[C@H]2CSC(NC(=O)C2C=CC=CC=2)=N3)C=1.[CH2:32]([O:39][CH2:40][C@@H:41]1[O:59][CH2:58][C:44]2([C:60]3[CH:65]=[C:64]([C:66]#[N:67])[C:63]([F:68])=[CH:62][C:61]=3[F:69])[N:45]=[C:46]([NH:49][C:50](=[O:57])[C:51]3[CH:56]=[CH:55][CH:54]=[CH:53][CH:52]=3)[S:47][CH2:48][CH:43]2[CH2:42]1)C1C=CC=CC=1, predict the reaction product. The product is: [C:66]([C:64]1[C:63]([F:68])=[CH:62][C:61]([F:69])=[C:60]([C@:44]23[CH2:58][O:59][C@@H:41]([CH2:40][O:39][CH3:32])[CH2:42][C@H:43]2[CH2:48][S:47][C:46]([NH:49][C:50](=[O:57])[C:51]2[CH:56]=[CH:55][CH:54]=[CH:53][CH:52]=2)=[N:45]3)[CH:65]=1)#[N:67]. (2) The product is: [OH:1][C@@H:2]1[CH2:7][CH2:6][C@H:5]([N:8]2[CH2:12][CH2:11][C@:10]3([CH2:17][CH2:16][CH2:15][NH:14][CH2:13]3)[C:9]2=[O:28])[CH2:4][CH2:3]1. Given the reactants [OH:1][C@@H:2]1[CH2:7][CH2:6][C@H:5]([N:8]2[CH2:12][CH2:11][C@:10]3([CH2:17][CH2:16][CH2:15][N:14](C(OCC4C=CC=CC=4)=O)[CH2:13]3)[C:9]2=[O:28])[CH2:4][CH2:3]1, predict the reaction product. (3) Given the reactants Cl[C:2]1[N:7]=[C:6]([NH:8][CH2:9][C:10]2[S:11][CH:12]=[CH:13][CH:14]=2)[CH:5]=[CH:4][N:3]=1.[CH:15]([C:18]1[CH:23]=[CH:22][C:21](B(O)O)=[CH:20][CH:19]=1)([CH3:17])[CH3:16], predict the reaction product. The product is: [CH:15]([C:18]1[CH:23]=[CH:22][C:21]([C:6]2([NH:8][CH2:9][C:10]3[S:11][CH:12]=[CH:13][CH:14]=3)[CH:5]=[CH:4][N:3]=[CH:2][NH:7]2)=[CH:20][CH:19]=1)([CH3:17])[CH3:16]. (4) Given the reactants [NH:1]1[CH2:6][CH2:5][CH:4]([C:7]2([C:16]3[CH:21]=[CH:20][C:19]([CH:22]([OH:24])[CH3:23])=[CH:18][CH:17]=3)[O:11][C:10]3[CH:12]=[CH:13][CH:14]=[CH:15][C:9]=3[O:8]2)[CH2:3][CH2:2]1.O=[C:26]([CH3:40])[CH2:27][CH2:28][N:29]1C(=O)C2C(=CC=CC=2)C1=O, predict the reaction product. The product is: [NH2:29][CH2:28][CH2:27][CH:26]([N:1]1[CH2:2][CH2:3][CH:4]([C:7]2([C:16]3[CH:17]=[CH:18][C:19]([CH:22]([OH:24])[CH3:23])=[CH:20][CH:21]=3)[O:8][C:9]3[CH:15]=[CH:14][CH:13]=[CH:12][C:10]=3[O:11]2)[CH2:5][CH2:6]1)[CH3:40]. (5) Given the reactants O=[C:2]([C:20]1[CH:25]=[CH:24][CH:23]=[CH:22][C:21]=1[CH3:26])[CH2:3][N:4]1[C:10](=O)[C:9]2[CH:12]=[CH:13][CH:14]=[CH:15][C:8]=2[NH:7][C:6]2[N:16]=[CH:17][CH:18]=[CH:19][C:5]1=2.C([O-])(=O)C.[NH4+:31].C(OCC)(=O)C.[OH-].[Na+], predict the reaction product. The product is: [C:21]1([CH3:26])[CH:22]=[CH:23][CH:24]=[CH:25][C:20]=1[C:2]1[N:31]=[C:10]2[C:9]3[CH:12]=[CH:13][CH:14]=[CH:15][C:8]=3[NH:7][C:6]3[N:16]=[CH:17][CH:18]=[CH:19][C:5]=3[N:4]2[CH:3]=1. (6) Given the reactants [F:1][C:2]1[CH:23]=[C:22]([C:24]#[C:25][CH2:26][OH:27])[CH:21]=[CH:20][C:3]=1[NH:4][C:5]1[C:6]([C:13]([NH:15][O:16][CH2:17][CH2:18][OH:19])=[O:14])=[CH:7][N:8]([CH3:12])[C:9](=[O:11])[CH:10]=1, predict the reaction product. The product is: [F:1][C:2]1[CH:23]=[C:22]([CH2:24][CH2:25][CH2:26][OH:27])[CH:21]=[CH:20][C:3]=1[NH:4][C:5]1[C:6]([C:13]([NH:15][O:16][CH2:17][CH2:18][OH:19])=[O:14])=[CH:7][N:8]([CH3:12])[C:9](=[O:11])[CH:10]=1.